This data is from Forward reaction prediction with 1.9M reactions from USPTO patents (1976-2016). The task is: Predict the product of the given reaction. Given the reactants [Br:1][C:2]1[CH:10]=[C:6]([C:7]([OH:9])=O)[C:5]([OH:11])=[CH:4][CH:3]=1.[Cl:12][C:13]1[CH:19]=[C:18]([C:20]([F:23])([F:22])[F:21])[CH:17]=[CH:16][C:14]=1[NH2:15], predict the reaction product. The product is: [Cl:12][C:13]1[CH:19]=[C:18]([C:20]([F:22])([F:23])[F:21])[CH:17]=[CH:16][C:14]=1[NH:15][C:7](=[O:9])[C:6]1[CH:10]=[C:2]([Br:1])[CH:3]=[CH:4][C:5]=1[OH:11].